This data is from Forward reaction prediction with 1.9M reactions from USPTO patents (1976-2016). The task is: Predict the product of the given reaction. (1) Given the reactants [OH:1][C:2]1[CH:10]=[CH:9][CH:8]=[C:7]2[C:3]=1[CH2:4][CH2:5][C@@H:6]2[N:11]1[C:15]2[N:16]=[C:17](S(C)(=O)=O)[N:18]=[CH:19][C:14]=2[C:13]([CH3:25])([CH3:24])[C:12]1=[O:26].[N:27]1([CH2:32][C:33]2[CH:34]=[C:35]([CH:37]=[CH:38][CH:39]=2)[NH2:36])[CH2:31][CH2:30][CH2:29][CH2:28]1, predict the reaction product. The product is: [OH:1][C:2]1[CH:10]=[CH:9][CH:8]=[C:7]2[C:3]=1[CH2:4][CH2:5][C@@H:6]2[N:11]1[C:15]2[N:16]=[C:17]([NH:36][C:35]3[CH:37]=[CH:38][CH:39]=[C:33]([CH2:32][N:27]4[CH2:28][CH2:29][CH2:30][CH2:31]4)[CH:34]=3)[N:18]=[CH:19][C:14]=2[C:13]([CH3:25])([CH3:24])[C:12]1=[O:26]. (2) Given the reactants I[C:2]1[CH:3]=[N:4][N:5]([CH2:7][CH2:8][O:9][CH:10]2[CH2:15][CH2:14][CH2:13][CH2:12][O:11]2)[CH:6]=1.[C:16]([C:20]1[CH:21]=[C:22]([NH2:25])[NH:23][N:24]=1)([CH3:19])([CH3:18])[CH3:17].C([O-])([O-])=O.[K+].[K+].CN[C@@H]1CCCC[C@H]1NC, predict the reaction product. The product is: [C:16]([C:20]1[CH:21]=[C:22]([NH2:25])[N:23]([C:2]2[CH:3]=[N:4][N:5]([CH2:7][CH2:8][O:9][CH:10]3[CH2:15][CH2:14][CH2:13][CH2:12][O:11]3)[CH:6]=2)[N:24]=1)([CH3:19])([CH3:18])[CH3:17]. (3) Given the reactants [Cl:1][C:2]1[CH:7]=[C:6]([Cl:8])[CH:5]=[CH:4][C:3]=1[O:9][C:10]1[CH:15]=[CH:14][CH:13]=[CH:12][C:11]=1[N+:16]([O-])=O.C(OCC)(=O)C, predict the reaction product. The product is: [Cl:1][C:2]1[CH:7]=[C:6]([Cl:8])[CH:5]=[CH:4][C:3]=1[O:9][C:10]1[CH:15]=[CH:14][CH:13]=[CH:12][C:11]=1[NH2:16].